This data is from Full USPTO retrosynthesis dataset with 1.9M reactions from patents (1976-2016). The task is: Predict the reactants needed to synthesize the given product. (1) The reactants are: C(=O)(O)[O-].[Na+].[P:6](O)([O:10][C@H:11]1[CH2:15][O:14][C@@H:13]2[C@H:16]([O:19][N+:20]([O-:22])=[O:21])[CH2:17][O:18][C@H:12]12)([O:8][CH3:9])=[O:7].S(Cl)([O:27][CH2:28][Cl:29])(=O)=O. Given the product [P:6]([O:10][C@H:11]1[CH2:15][O:14][C@@H:13]2[C@H:16]([O:19][N+:20]([O-:22])=[O:21])[CH2:17][O:18][C@H:12]12)([O:8][CH3:9])([O:27][CH2:28][Cl:29])=[O:7], predict the reactants needed to synthesize it. (2) The reactants are: [Cl:1][C:2]1[CH:7]=[CH:6][C:5](/[CH:8]=[CH:9]/[C:10]([OH:12])=O)=[C:4]([CH2:13][N:14]2[N:18]=[N:17][C:16]([CH3:19])=[N:15]2)[CH:3]=1.[CH3:20][C:21]1[O:22][C:23]([CH2:26][CH2:27][CH:28]2[CH2:33][CH2:32][NH:31][CH2:30][CH2:29]2)=[N:24][N:25]=1.CCN(C(C)C)C(C)C.C(P1(=O)OP(CCC)(=O)OP(CCC)(=O)O1)CC. Given the product [Cl:1][C:2]1[CH:7]=[CH:6][C:5](/[CH:8]=[CH:9]/[C:10]([N:31]2[CH2:32][CH2:33][CH:28]([CH2:27][CH2:26][C:23]3[O:22][C:21]([CH3:20])=[N:25][N:24]=3)[CH2:29][CH2:30]2)=[O:12])=[C:4]([CH2:13][N:14]2[N:18]=[N:17][C:16]([CH3:19])=[N:15]2)[CH:3]=1, predict the reactants needed to synthesize it.